The task is: Predict the product of the given reaction.. This data is from Forward reaction prediction with 1.9M reactions from USPTO patents (1976-2016). (1) Given the reactants [OH:1][C:2]1[C:7]([CH:8]=[O:9])=[CH:6][C:5]([CH3:10])=[CH:4][C:3]=1[CH:11]=O.C([O-])([O-])=O.[K+].[K+].[F:19][C:20]([F:29])([F:28])/[CH:21]=[CH:22]/[C:23]([O:25][CH2:26][CH3:27])=[O:24].Cl, predict the reaction product. The product is: [CH:8]([C:7]1[CH:6]=[C:5]([CH3:10])[CH:4]=[C:3]2[C:2]=1[O:1][CH:21]([C:20]([F:19])([F:29])[F:28])[C:22]([C:23]([O:25][CH2:26][CH3:27])=[O:24])=[CH:11]2)=[O:9]. (2) Given the reactants [CH3:1][N:2]([CH2:4][CH2:5][CH2:6][C:7]1([C:18]2[CH:19]=[CH:20][C:21]([F:24])=[CH:22][CH:23]=2)[O:15][CH2:14][C:13]2[CH:12]=[C:11]([C:16]#[N:17])[CH:10]=[CH:9][C:8]1=2)C.Br.ClC(OC(Cl)C)=O, predict the reaction product. The product is: [CH3:1][NH:2][CH2:4][CH2:5][CH2:6][C:7]1([C:18]2[CH:23]=[CH:22][C:21]([F:24])=[CH:20][CH:19]=2)[C:8]2[CH:9]=[CH:10][C:11]([C:16]#[N:17])=[CH:12][C:13]=2[CH2:14][O:15]1. (3) Given the reactants [N+:1]([C:4]1[CH:12]=[CH:11][C:7]([CH2:8][CH2:9][OH:10])=[CH:6][CH:5]=1)([O-:3])=[O:2].[Si:13](Cl)([C:16]([CH3:19])([CH3:18])[CH3:17])([CH3:15])[CH3:14].N1C=CN=C1, predict the reaction product. The product is: [C:16]([Si:13]([CH3:15])([CH3:14])[O:10][CH2:9][CH2:8][C:7]1[CH:6]=[CH:5][C:4]([N+:1]([O-:3])=[O:2])=[CH:12][CH:11]=1)([CH3:19])([CH3:18])[CH3:17]. (4) Given the reactants Cl[C:2]1[C:11]2[CH2:10][N:9]([CH2:12][C:13]3[CH:18]=[CH:17][C:16]([O:19][CH3:20])=[CH:15][CH:14]=3)[C:8](=[O:21])[NH:7][C:6]=2[N:5]=[CH:4][CH:3]=1.[N:22]1[C:31]2[C:26](=[CH:27][CH:28]=[CH:29][CH:30]=2)[N:25]=[CH:24][C:23]=1[C:32]1[CH:37]=[CH:36][C:35]([OH:38])=[CH:34][CH:33]=1.C(=O)([O-])[O-].[Cs+].[Cs+], predict the reaction product. The product is: [CH3:20][O:19][C:16]1[CH:17]=[CH:18][C:13]([CH2:12][N:9]2[CH2:10][C:11]3[C:2]([O:38][C:35]4[CH:36]=[CH:37][C:32]([C:23]5[CH:24]=[N:25][C:26]6[C:31](=[CH:30][CH:29]=[CH:28][CH:27]=6)[N:22]=5)=[CH:33][CH:34]=4)=[CH:3][CH:4]=[N:5][C:6]=3[NH:7][C:8]2=[O:21])=[CH:14][CH:15]=1. (5) Given the reactants [F:1][C:2]1[CH:10]=[C:9]2[C:5]([C:6]([C:11]3[CH:12]=[C:13]4[C:17](=[CH:18][CH:19]=3)[N:16]([CH2:20][CH:21]3[CH2:26][CH2:25][N:24](C(OC(C)(C)C)=O)[CH2:23][CH2:22]3)[N:15]=[CH:14]4)=[CH:7][NH:8]2)=[CH:4][CH:3]=1, predict the reaction product. The product is: [F:1][C:2]1[CH:10]=[C:9]2[C:5]([C:6]([C:11]3[CH:12]=[C:13]4[C:17](=[CH:18][CH:19]=3)[N:16]([CH2:20][CH:21]3[CH2:26][CH2:25][NH:24][CH2:23][CH2:22]3)[N:15]=[CH:14]4)=[CH:7][NH:8]2)=[CH:4][CH:3]=1. (6) Given the reactants I[C:2]1[CH:11]=[CH:10][CH:9]=[C:8]2[C:3]=1[CH:4]=[CH:5][C:6](Cl)=[N:7]2.[CH3:13][C:14]1[O:15][C:16]2[C:22]([NH2:23])=[CH:21][CH:20]=[CH:19][C:17]=2[CH:18]=1.[NH2:24][CH2:25][C:26]1[CH:34]=[CH:33][CH:32]=[C:31]2[C:27]=1[CH:28]=[CH:29][NH:30]2, predict the reaction product. The product is: [NH:30]1[C:31]2[C:27](=[C:26]([CH2:25][NH:24][C:2]3[C:3]4[CH:4]=[CH:5][C:6]([NH:23][C:22]5[C:16]6[O:15][C:14]([CH3:13])=[CH:18][C:17]=6[CH:19]=[CH:20][CH:21]=5)=[N:7][C:8]=4[CH:9]=[CH:10][CH:11]=3)[CH:34]=[CH:33][CH:32]=2)[CH:28]=[CH:29]1. (7) Given the reactants [CH3:1][N:2](P(N(C)C)(N(C)C)=O)[CH3:3].[C:12]([O:15][C:16]1[C:17](CC)=NC=CC=1)(=[O:14])C.C[Si]([N-][Si](C)(C)C)(C)C.[K+].[CH:34]1([O:37][C:38]2[CH:39]=[C:40]([CH:48]([C:50]3[CH:51]=[CH:52][C:53]([C:56]([O:59][CH2:60][O:61][CH2:62][CH2:63][Si:64]([CH3:67])([CH3:66])[CH3:65])([CH3:58])[CH3:57])=[N:54][CH:55]=3)Cl)[CH:41]=[CH:42][C:43]=2[O:44][CH:45]([F:47])[F:46])[CH2:36][CH2:35]1, predict the reaction product. The product is: [C:12]([C:48]([C:40]1[CH:41]=[CH:42][C:43]([O:44][CH:45]([F:47])[F:46])=[C:38]([O:37][CH:34]2[CH2:36][CH2:35]2)[CH:39]=1)([C:50]1[CH:51]=[CH:52][C:53]([C:56]([O:59][CH2:60][O:61][CH2:62][CH2:63][Si:64]([CH3:67])([CH3:66])[CH3:65])([CH3:58])[CH3:57])=[N:54][CH:55]=1)[CH2:42][C:43]1[CH:1]=[N:2][CH:3]=[CH:39][CH:38]=1)([O:15][CH2:16][CH3:17])=[O:14]. (8) Given the reactants [O:1]=[C:2]1[C:6]2([CH2:9][CH2:8][CH2:7]2)[N:5]([C:10]2[CH:15]=[CH:14][C:13]([O:16][CH:17]3[CH2:22][CH2:21][NH:20][CH2:19][CH2:18]3)=[CH:12][CH:11]=2)[C:4](=[S:23])[N:3]1[C:24]1[CH:25]=[C:26]([C:32]([F:35])([F:34])[F:33])[C:27]([C:30]#[N:31])=[N:28][CH:29]=1.Br[CH2:37][C:38]([O:40][CH2:41][CH3:42])=[O:39], predict the reaction product. The product is: [C:30]([C:27]1[N:28]=[CH:29][C:24]([N:3]2[C:2](=[O:1])[C:6]3([CH2:9][CH2:8][CH2:7]3)[N:5]([C:10]3[CH:15]=[CH:14][C:13]([O:16][CH:17]4[CH2:22][CH2:21][N:20]([CH2:37][C:38]([O:40][CH2:41][CH3:42])=[O:39])[CH2:19][CH2:18]4)=[CH:12][CH:11]=3)[C:4]2=[S:23])=[CH:25][C:26]=1[C:32]([F:34])([F:33])[F:35])#[N:31]. (9) Given the reactants [N+:1]([C:4]1[CH:5]=[CH:6][C:7]([CH:10](C(OCC)=O)[C:11]([O:13][C:14](C)(C)[CH3:15])=[O:12])=[N:8][CH:9]=1)([O-:3])=[O:2].C(O)(C(F)(F)F)=O.C(Cl)Cl, predict the reaction product. The product is: [N+:1]([C:4]1[CH:5]=[CH:6][C:7]([CH2:10][C:11]([O:13][CH2:14][CH3:15])=[O:12])=[N:8][CH:9]=1)([O-:3])=[O:2]. (10) Given the reactants [CH3:1][CH:2]1[CH2:6][CH2:5][CH2:4][N:3]1[CH2:7][CH2:8][CH2:9][O:10][C:11]1[CH:16]=[CH:15][C:14]([C:17]2[S:18][C:19]3[CH2:24][CH2:23][CH2:22][N:21]([S:25]([N:28]4[CH2:33][CH2:32][O:31][CH2:30][CH2:29]4)(=[O:27])=[O:26])[C:20]=3[N:34]=2)=[CH:13][CH:12]=1.[C:35]([OH:40])(=[O:39])[C:36]([OH:38])=[O:37], predict the reaction product. The product is: [C:35]([OH:40])(=[O:39])[C:36]([OH:38])=[O:37].[CH3:1][CH:2]1[CH2:6][CH2:5][CH2:4][N:3]1[CH2:7][CH2:8][CH2:9][O:10][C:11]1[CH:12]=[CH:13][C:14]([C:17]2[S:18][C:19]3[CH2:24][CH2:23][CH2:22][N:21]([S:25]([N:28]4[CH2:29][CH2:30][O:31][CH2:32][CH2:33]4)(=[O:27])=[O:26])[C:20]=3[N:34]=2)=[CH:15][CH:16]=1.